From a dataset of Rat liver microsome stability data. Regression/Classification. Given a drug SMILES string, predict its absorption, distribution, metabolism, or excretion properties. Task type varies by dataset: regression for continuous measurements (e.g., permeability, clearance, half-life) or binary classification for categorical outcomes (e.g., BBB penetration, CYP inhibition). Dataset: rlm. (1) The compound is CS(=O)(=O)N1CCN(C(=O)c2cnc3ccc(F)cc3c2N2CCC(C#N)(Cc3ccccc3)CC2)CC1. The result is 1 (stable in rat liver microsomes). (2) The compound is COc1cccc(CNc2ccc(S(=O)(=O)Nc3ccccc3)cc2)c1O. The result is 1 (stable in rat liver microsomes).